Dataset: Reaction yield outcomes from USPTO patents with 853,638 reactions. Task: Predict the reaction yield, written as a fraction of the theoretical maximum amount of product (1.0 means a 100% yield; for example, 0.34 means a 34% yield). (1) The reactants are C(O[N:9]1[CH:14]=[CH:13][CH:12]=[CH:11][C:10]1=[O:15])C1C=CC=CC=1.Br[C:17]1[CH:25]=[C:24]2[C:20]([C:21]3[CH2:33][N:32]4[CH:28]([CH2:29][CH2:30][CH2:31]4)[CH2:27][C:22]=3[N:23]2[CH3:26])=[CH:19][CH:18]=1.BrC1C=C2C([C:39]3[CH2:51][CH2:50][N:49]4[CH:45]([CH2:46]CC4)[C:40]=3N2C)=CC=1.[ClH:52].[CH3:53][OH:54]. The catalyst is CCOCC. The product is [ClH:52].[CH3:26][N:23]1[C:24]2[C:20](=[CH:19][CH:18]=[C:17]([N:9]3[CH:14]=[CH:13][C:12]([O:54][CH2:53][C:51]4[CH:50]=[N:49][C:45]([CH3:46])=[CH:40][CH:39]=4)=[CH:11][C:10]3=[O:15])[CH:25]=2)[C:21]2[CH2:33][N:32]3[CH:28]([CH2:27][C:22]1=2)[CH2:29][CH2:30][CH2:31]3. The yield is 0.640. (2) The reactants are C(NC(C)C)(C)C.C([Li])CCC.[CH3:13][O:14][C:15](=[O:26])[CH2:16][C:17]1[CH:22]=[CH:21][C:20]([S:23][CH3:24])=[C:19]([Br:25])[CH:18]=1.I[CH2:28][CH:29]1[CH2:33][CH2:32][CH2:31][CH2:30]1. The catalyst is O1CCCC1.CN1CCCN(C)C1=O. The product is [CH3:13][O:14][C:15](=[O:26])[CH:16]([C:17]1[CH:22]=[CH:21][C:20]([S:23][CH3:24])=[C:19]([Br:25])[CH:18]=1)[CH2:28][CH:29]1[CH2:33][CH2:32][CH2:31][CH2:30]1. The yield is 0.570. (3) The reactants are [CH:1]([C:4]1[CH:5]=[N:6][N:7]2[C:12]([N:13]([CH3:20])C3C=CC=CC=3)=[N:11][C:10]([S:21][CH3:22])=[N:9][C:8]=12)([CH3:3])[CH3:2].[S:23]1[CH:27]=[CH:26][C:25]([C:28]2[CH:35]=[CH:34][C:31](CN)=[CH:30][CH:29]=2)=[CH:24]1. The catalyst is CCO. The product is [CH:1]([C:4]1[CH:5]=[N:6][N:7]2[C:12]([NH:13][CH2:20][C:31]3[CH:30]=[CH:29][C:28]([C:25]4[CH:26]=[CH:27][S:23][CH:24]=4)=[CH:35][CH:34]=3)=[N:11][C:10]([S:21][CH3:22])=[N:9][C:8]=12)([CH3:2])[CH3:3]. The yield is 0.740. (4) The reactants are [Br:1][C:2]1[CH:9]=[C:8]([N:10]2[C:14]([OH:15])=[C:13]([C:16](=[O:21])[CH:17]=[C:18]([CH3:20])[CH3:19])[C:12]([CH3:22])=[N:11]2)[CH:7]=[CH:6][C:3]=1[C:4]#[N:5]. The catalyst is Cl.C(O)(=O)C. The product is [Br:1][C:2]1[CH:9]=[C:8]([N:10]2[C:14]3[O:15][C:18]([CH3:19])([CH3:20])[CH2:17][C:16](=[O:21])[C:13]=3[C:12]([CH3:22])=[N:11]2)[CH:7]=[CH:6][C:3]=1[C:4]#[N:5]. The yield is 0.730. (5) The catalyst is [Pd].CO. The product is [NH2:17][C:12]1[CH:11]=[C:10]([O:20][CH3:21])[C:9]([OH:8])=[CH:16][C:13]=1[C:14]#[N:15]. The reactants are C([O:8][C:9]1[C:10]([O:20][CH3:21])=[CH:11][C:12]([N+:17]([O-])=O)=[C:13]([CH:16]=1)[C:14]#[N:15])C1C=CC=CC=1. The yield is 0.900. (6) The reactants are [F:1][C:2]1[C:7]([CH:8]2[CH2:17][CH2:16][C:11]3(OCC[O:12]3)[CH2:10][CH2:9]2)=[N:6][CH:5]=[CH:4][N:3]=1. The catalyst is Cl.CC(C)=O. The product is [F:1][C:2]1[C:7]([CH:8]2[CH2:9][CH2:10][C:11](=[O:12])[CH2:16][CH2:17]2)=[N:6][CH:5]=[CH:4][N:3]=1. The yield is 0.700. (7) The yield is 0.120. The product is [N:2]1([CH2:11][C:12]([N:25]2[CH2:26][C@H:22]([CH2:15][C:16]3[CH:21]=[CH:20][CH:19]=[CH:18][CH:17]=3)[CH2:23][C@H:24]2[C:27]([NH:29][C:30]2[CH:35]=[CH:34][C:33]([O:36][C:37]3[CH:42]=[CH:41][C:40]([F:43])=[CH:39][CH:38]=3)=[CH:32][CH:31]=2)=[O:28])=[O:14])[C:6]2[CH:7]=[CH:8][CH:9]=[CH:10][C:5]=2[N:4]=[N:3]1. No catalyst specified. The reactants are Cl.[N:2]1([CH2:11][C:12]([OH:14])=O)[C:6]2[CH:7]=[CH:8][CH:9]=[CH:10][C:5]=2[N:4]=[N:3]1.[CH2:15]([C@H:22]1[CH2:26][NH:25][C@H:24]([C:27]([NH:29][C:30]2[CH:35]=[CH:34][C:33]([O:36][C:37]3[CH:42]=[CH:41][C:40]([F:43])=[CH:39][CH:38]=3)=[CH:32][CH:31]=2)=[O:28])[CH2:23]1)[C:16]1[CH:21]=[CH:20][CH:19]=[CH:18][CH:17]=1. (8) The reactants are [N:1]1[CH:2]=[CH:3][N:4]2[C:9]=1[CH:8]=[CH:7][C:6]([O:10][C:11]1[CH:12]=[C:13]([CH:17]=[CH:18][CH:19]=1)[C:14]([OH:16])=O)=[N:5]2.[NH2:20][C:21]1[CH:26]=[CH:25][CH:24]=[CH:23][CH:22]=1.O.ON1C2C=CC=CC=2N=N1.Cl.CN(C)CCCN=C=NCC.C(N(CC)CC)C.[OH-].[Na+]. The catalyst is CN(C)C=O. The product is [N:1]1[CH:2]=[CH:3][N:4]2[C:9]=1[CH:8]=[CH:7][C:6]([O:10][C:11]1[CH:12]=[C:13]([CH:17]=[CH:18][CH:19]=1)[C:14]([NH:20][C:21]1[CH:26]=[CH:25][CH:24]=[CH:23][CH:22]=1)=[O:16])=[N:5]2. The yield is 0.740. (9) The reactants are [C:1]([O:5][P:6]([CH:13]([C:15]1[CH:16]=[N:17][C:18]([CH3:30])=[C:19]([O:22]CC2C=CC=CC=2)[C:20]=1[CH3:21])[OH:14])(=[O:12])[O:7][C:8]([CH3:11])([CH3:10])[CH3:9])([CH3:4])([CH3:3])[CH3:2]. The catalyst is CO.[Pd]. The product is [C:1]([O:5][P:6]([CH:13]([OH:14])[C:15]1[CH:16]=[N:17][C:18]([CH3:30])=[C:19]([OH:22])[C:20]=1[CH3:21])(=[O:12])[O:7][C:8]([CH3:11])([CH3:10])[CH3:9])([CH3:2])([CH3:3])[CH3:4]. The yield is 0.680.